Predict the reactants needed to synthesize the given product. From a dataset of Full USPTO retrosynthesis dataset with 1.9M reactions from patents (1976-2016). (1) The reactants are: [F:1][C:2]1[C:8]([O:9][CH3:10])=[CH:7][C:6]([O:11][CH3:12])=[C:5]([F:13])[C:3]=1[NH2:4].FC(F)(F)C(O)=O.C(O[BH-](OC(=O)C)OC(=O)C)(=O)C.[Na+].[Cl:35][C:36]1[CH:43]=[C:42]([NH:44][CH3:45])[C:39]([CH:40]=O)=[CH:38][N:37]=1. Given the product [Cl:35][C:36]1[CH:43]=[C:42]([NH:44][CH3:45])[C:39]([CH2:40][NH:4][C:3]2[C:2]([F:1])=[C:8]([O:9][CH3:10])[CH:7]=[C:6]([O:11][CH3:12])[C:5]=2[F:13])=[CH:38][N:37]=1, predict the reactants needed to synthesize it. (2) The reactants are: [CH3:1][C:2]1[CH:19]=[CH:18][C:5]([O:6][C:7]2[CH:12]=[CH:11][C:10]([NH:13][S:14]([CH3:17])(=[O:16])=[O:15])=[CH:9][CH:8]=2)=[CH:4][CH:3]=1.C([O-])([O-])=O.[K+].[K+].[CH3:26][C:27]1([C:30]([O:32][CH3:33])=[O:31])[O:29][CH2:28]1.O.CCOCC. Given the product [OH:29][C:27]([CH3:28])([CH2:26][N:13]([C:10]1[CH:11]=[CH:12][C:7]([O:6][C:5]2[CH:18]=[CH:19][C:2]([CH3:1])=[CH:3][CH:4]=2)=[CH:8][CH:9]=1)[S:14]([CH3:17])(=[O:16])=[O:15])[C:30]([O:32][CH3:33])=[O:31], predict the reactants needed to synthesize it. (3) The reactants are: Cl.Cl.[C:3]([C:5]1[CH:10]=[CH:9][C:8]([S:11]([N:14]([CH3:26])[CH2:15][CH2:16][N:17]2[CH2:24][CH:23]3[O:25][CH:19]([CH2:20][NH:21][CH2:22]3)[CH2:18]2)(=[O:13])=[O:12])=[CH:7][CH:6]=1)#[N:4].Br[CH2:28][CH2:29][O:30][C:31]1[CH:36]=[CH:35][CH:34]=[CH:33][C:32]=1[F:37].C(=O)([O-])[O-].[K+].[K+].C(#N)C. Given the product [C:3]([C:5]1[CH:10]=[CH:9][C:8]([S:11]([N:14]([CH2:15][CH2:16][N:17]2[CH2:24][CH:23]3[O:25][CH:19]([CH2:20][N:21]([CH2:28][CH2:29][O:30][C:31]4[CH:36]=[CH:35][CH:34]=[CH:33][C:32]=4[F:37])[CH2:22]3)[CH2:18]2)[CH3:26])(=[O:13])=[O:12])=[CH:7][CH:6]=1)#[N:4], predict the reactants needed to synthesize it. (4) Given the product [Cl:1][C:2]1[CH:7]=[CH:6][C:5]([Cl:8])=[CH:4][C:3]=1[C:9]1[N:13]2[C:14]3[C:19]([N:20]=[C:21]([CH3:22])[C:12]2=[C:11]([CH3:24])[N:10]=1)=[CH:18][CH:17]=[CH:16][CH:15]=3, predict the reactants needed to synthesize it. The reactants are: [Cl:1][C:2]1[CH:7]=[CH:6][C:5]([Cl:8])=[CH:4][C:3]=1[C:9]1[N:13]2[C:14]3[C:19]([N:20]=[C:21]([CH3:22])[C:12]2=[C:11]([CH3:24])[N:10]=1)=[CH:18][CH:17]=[C:16](F)[CH:15]=3.FC1C=C(Cl)C=CC=1[N+]([O-])=O. (5) The reactants are: [OH:1][CH:2]1[CH2:7][CH2:6][N:5]([C:8]2[S:12][C:11]([CH:13]=O)=[CH:10][CH:9]=2)[CH2:4][CH2:3]1.[CH3:15][O:16][C:17]1[CH:18]=[C:19]([CH:23]=[CH:24][C:25]=1[O:26][CH3:27])[CH2:20][C:21]#[N:22]. Given the product [CH3:15][O:16][C:17]1[CH:18]=[C:19](/[C:20](=[CH:13]/[C:11]2[S:12][C:8]([N:5]3[CH2:4][CH2:3][CH:2]([OH:1])[CH2:7][CH2:6]3)=[CH:9][CH:10]=2)/[C:21]#[N:22])[CH:23]=[CH:24][C:25]=1[O:26][CH3:27], predict the reactants needed to synthesize it. (6) The reactants are: [F:1][C@@H:2]1[C@@H:6]([CH2:7][OH:8])[O:5][C@@H:4]([N:9]2[C:19]3[N:18]=[C:16]([NH2:17])[NH:15][C:13](=[O:14])[C:12]=3[N:11]=[CH:10]2)[CH2:3]1.N1C=CC=CC=1.[C:26]([NH:36][C@H:37]([C:41]([O:43][CH2:44][CH:45]([CH2:52][O:53][C:54](=[O:72])[CH2:55][CH2:56][CH2:57][CH2:58][CH2:59][CH2:60][CH2:61][CH2:62][CH2:63][CH2:64][CH2:65][CH2:66][CH2:67][CH2:68][CH2:69][CH2:70][CH3:71])[CH2:46][CH2:47][O:48][C:49](Cl)=[O:50])=[O:42])[CH:38]([CH3:40])[CH3:39])([O:28][CH2:29][C:30]1[CH:35]=[CH:34][CH:33]=[CH:32][CH:31]=1)=[O:27]. Given the product [F:1][C@@H:2]1[C@@H:6]([CH2:7][O:8][C:49]([O:48][CH2:47][CH2:46][CH:45]([CH2:44][O:43][C:41](=[O:42])[C@H:37]([CH:38]([CH3:40])[CH3:39])[NH:36][C:26]([O:28][CH2:29][C:30]2[CH:35]=[CH:34][CH:33]=[CH:32][CH:31]=2)=[O:27])[CH2:52][O:53][C:54](=[O:72])[CH2:55][CH2:56][CH2:57][CH2:58][CH2:59][CH2:60][CH2:61][CH2:62][CH2:63][CH2:64][CH2:65][CH2:66][CH2:67][CH2:68][CH2:69][CH2:70][CH3:71])=[O:50])[O:5][C@@H:4]([N:9]2[C:19]3[N:18]=[C:16]([NH2:17])[NH:15][C:13](=[O:14])[C:12]=3[N:11]=[CH:10]2)[CH2:3]1, predict the reactants needed to synthesize it. (7) Given the product [CH2:14]([C:15]1[S:12][C:11]2[C:10]3[CH:9]=[CH:8][CH:7]=[CH:6][C:5]=3[N:4]=[CH:3][C:2]=2[N:1]=1)[CH3:13], predict the reactants needed to synthesize it. The reactants are: [NH2:1][C:2]1[CH:3]=[N:4][C:5]2[C:10]([C:11]=1[SH:12])=[CH:9][CH:8]=[CH:7][CH:6]=2.[C:13](O)(=O)[CH2:14][CH3:15].